Dataset: TCR-epitope binding with 47,182 pairs between 192 epitopes and 23,139 TCRs. Task: Binary Classification. Given a T-cell receptor sequence (or CDR3 region) and an epitope sequence, predict whether binding occurs between them. The epitope is SEISMDNSPNL. The TCR CDR3 sequence is CASSTALEGHNNEQFF. Result: 1 (the TCR binds to the epitope).